From a dataset of Forward reaction prediction with 1.9M reactions from USPTO patents (1976-2016). Predict the product of the given reaction. (1) Given the reactants [H][H].[Cl:3][C:4]1[CH:9]=[CH:8][C:7]([S:10]([N:13]2[CH2:18][CH2:17][CH:16]([NH:19][S:20]([C:23]3[CH:28]=[CH:27][C:26]([CH:29]=[CH2:30])=[CH:25][CH:24]=3)(=[O:22])=[O:21])[CH2:15][CH2:14]2)(=[O:12])=[O:11])=[CH:6][CH:5]=1.C1C=C(Cl)C=C(C(OO)=[O:39])C=1, predict the reaction product. The product is: [Cl:3][C:4]1[CH:5]=[CH:6][C:7]([S:10]([N:13]2[CH2:18][CH2:17][CH:16]([NH:19][S:20]([C:23]3[CH:24]=[CH:25][C:26]([CH:29]4[CH2:30][O:39]4)=[CH:27][CH:28]=3)(=[O:21])=[O:22])[CH2:15][CH2:14]2)(=[O:11])=[O:12])=[CH:8][CH:9]=1. (2) Given the reactants [NH2:1][C:2]1[CH:7]=[CH:6][C:5]([CH2:8][CH:9]([C:28]2[CH:33]=[CH:32][C:31]([C:34]([CH3:37])([CH3:36])[CH3:35])=[CH:30][CH:29]=2)[C:10]([NH:12][C:13]2[CH:18]=[CH:17][CH:16]=[CH:15][C:14]=2C2OC3=CC=CC3=CC=2)=[O:11])=[CH:4][CH:3]=1.[C:38]1(=[O:44])[O:43][C:41](=[O:42])[CH2:40][CH2:39]1.O1[CH2:50][CH2:49][O:48][CH2:47][CH2:46]1, predict the reaction product. The product is: [O:48]1[C:49]2=[CH:50][CH:4]=[CH:3][C:2]2=[CH:7][CH:46]=[C:47]1[N:12]([C:13]1[CH:14]=[CH:15][CH:16]=[CH:17][CH:18]=1)[C:10]([CH:9]([C:28]1[CH:33]=[CH:32][C:31]([C:34]([CH3:37])([CH3:36])[CH3:35])=[CH:30][CH:29]=1)[CH2:8][C:5]1[CH:4]=[CH:3][C:2]([NH:1][C:41](=[O:42])[CH2:40][CH2:39][C:38]([OH:43])=[O:44])=[CH:7][CH:6]=1)=[O:11]. (3) Given the reactants [C:1]([NH:10][CH2:11][CH2:12][CH2:13][CH2:14][CH2:15][CH2:16][CH2:17][CH2:18][CH2:19][C:20]([OH:22])=[O:21])(=[O:9])[C:2]1[C:3](=[CH:5][CH:6]=[CH:7][CH:8]=1)[OH:4].[OH-].[Na+:24], predict the reaction product. The product is: [CH2:3]([OH:4])[CH3:2].[C:1]([NH:10][CH2:11][CH2:12][CH2:13][CH2:14][CH2:15][CH2:16][CH2:17][CH2:18][CH2:19][C:20]([O-:22])=[O:21])(=[O:9])[C:2]1[C:3](=[CH:5][CH:6]=[CH:7][CH:8]=1)[OH:4].[Na+:24].[Na+:24].[C:1]([NH:10][CH2:11][CH2:12][CH2:13][CH2:14][CH2:15][CH2:16][CH2:17][CH2:18][CH2:19][C:20]([O-:22])=[O:21])(=[O:9])[C:2]1[C:3](=[CH:5][CH:6]=[CH:7][CH:8]=1)[OH:4]. (4) Given the reactants [Cl:1][C:2]1[CH:7]=[CH:6][C:5]([N:8]([CH2:20][C:21]2[CH:26]=[CH:25][C:24]([CH3:27])=[CH:23][CH:22]=2)[C:9](=[O:19])[CH:10]=[C:11]2[C:15](=[O:16])[O:14]C(C)(C)[O:12]2)=[CH:4][CH:3]=1.N#N, predict the reaction product. The product is: [Cl:1][C:2]1[CH:7]=[CH:6][C:5]([N:8]([CH2:20][C:21]2[CH:22]=[CH:23][C:24]([CH3:27])=[CH:25][CH:26]=2)[C:9]([CH:10]=[C:11]([OH:12])[C:15]([OH:16])=[O:14])=[O:19])=[CH:4][CH:3]=1. (5) The product is: [CH3:24][C@@H:22]1[CH2:23][N:19]([C:17]([O:16][C:12]([CH3:13])([CH3:15])[CH3:14])=[O:18])[C@H:20]([C:25]([O:27][CH2:2][C:3]([C:5]2[CH:10]=[CH:9][C:8]([Br:11])=[CH:7][CH:6]=2)=[O:4])=[O:26])[CH2:21]1. Given the reactants Br[CH2:2][C:3]([C:5]1[CH:10]=[CH:9][C:8]([Br:11])=[CH:7][CH:6]=1)=[O:4].[C:12]([O:16][C:17]([N:19]1[CH2:23][C@@H:22]([CH3:24])[CH2:21][C@H:20]1[C:25]([OH:27])=[O:26])=[O:18])([CH3:15])([CH3:14])[CH3:13].C(N(CC)CC)C, predict the reaction product.